The task is: Predict the reaction yield, written as a fraction of the theoretical maximum amount of product (1.0 means a 100% yield; for example, 0.34 means a 34% yield).. This data is from Reaction yield outcomes from USPTO patents with 853,638 reactions. (1) The reactants are [CH3:1][CH:2]([CH3:8])[CH2:3][CH2:4][C:5](=[O:7])[CH3:6].[CH2:9]([O:11][C:12](=[O:18])[C:13](OCC)=[O:14])[CH3:10].CC[O-].[Na+]. No catalyst specified. The product is [CH2:9]([O:11][C:12](=[O:18])[C:13](=[O:14])[CH2:6][C:5](=[O:7])[CH2:4][CH2:3][CH:2]([CH3:8])[CH3:1])[CH3:10]. The yield is 0.703. (2) The reactants are [C:1](Cl)(Cl)=[S:2].[NH2:5][C:6]1[C:15]2[C:10](=[CH:11][CH:12]=[CH:13][CH:14]=2)[C:9]([CH:16]2[CH2:18][CH2:17]2)=[CH:8][CH:7]=1.C(N(C(C)C)CC)(C)C.Cl. The catalyst is ClCCl. The product is [CH:16]1([C:9]2[C:10]3[C:15](=[CH:14][CH:13]=[CH:12][CH:11]=3)[C:6]([N:5]=[C:1]=[S:2])=[CH:7][CH:8]=2)[CH2:18][CH2:17]1. The yield is 0.860. (3) The reactants are Br[C:2]1[C:3]([CH2:10][OH:11])=[N:4][N:5]([CH:7]([F:9])[F:8])[CH:6]=1.[F:12][C:13]1[CH:21]=[CH:20][C:19]2[NH:18][C:17]3[CH:22]=[N:23][N:24]([CH:25]4[CH2:30][CH2:29][CH2:28][CH2:27][O:26]4)[C:16]=3[C:15]=2[CH:14]=1.C([O-])([O-])=O.[K+].[K+].N1CCC[C@H]1C(O)=O. The catalyst is CS(C)=O.[Cu]I. The product is [F:8][CH:7]([F:9])[N:5]1[CH:6]=[C:2]([N:18]2[C:19]3[CH:20]=[CH:21][C:13]([F:12])=[CH:14][C:15]=3[C:16]3[N:24]([CH:25]4[CH2:30][CH2:29][CH2:28][CH2:27][O:26]4)[N:23]=[CH:22][C:17]2=3)[C:3]([CH2:10][OH:11])=[N:4]1. The yield is 0.450.